From a dataset of Full USPTO retrosynthesis dataset with 1.9M reactions from patents (1976-2016). Predict the reactants needed to synthesize the given product. (1) Given the product [N:3]1([C:1]([N:24]2[CH2:23][CH2:22][N:21]([C:16]3[CH:15]=[C:14]([CH3:13])[CH:19]=[C:18]([CH3:20])[CH:17]=3)[CH2:26][CH2:25]2)=[S:2])[CH:7]=[CH:6][N:5]=[CH:4]1, predict the reactants needed to synthesize it. The reactants are: [C:1](N1C=CN=C1)([N:3]1[CH:7]=[CH:6][N:5]=[CH:4]1)=[S:2].[CH3:13][C:14]1[CH:15]=[C:16]([N:21]2[CH2:26][CH2:25][NH:24][CH2:23][CH2:22]2)[CH:17]=[C:18]([CH3:20])[CH:19]=1.C1CCN2C(=NCCC2)CC1.C(OCC)(=O)C. (2) The reactants are: [C:1]1([CH2:7][CH2:8][CH2:9][C:10]([OH:12])=O)[CH:6]=[CH:5][CH:4]=[CH:3][CH:2]=1.Cl.[CH2:14]([O:18][C:19](=[O:23])[C@H:20]([CH3:22])[NH2:21])[CH:15]([CH3:17])[CH3:16]. Given the product [CH2:14]([O:18][C:19](=[O:23])[C@H:20]([CH3:22])[NH:21][C:10](=[O:12])[CH2:9][CH2:8][CH2:7][C:1]1[CH:2]=[CH:3][CH:4]=[CH:5][CH:6]=1)[CH:15]([CH3:17])[CH3:16], predict the reactants needed to synthesize it. (3) Given the product [NH2:1][C:2]1[C:3]2[N:10]=[C:9]([CH3:21])[N:8]([C@@H:12]3[O:18][C@H:17]([CH2:19][OH:20])[C@@H:15]([OH:16])[C@H:13]3[OH:14])[C:4]=2[N:5]=[N:6][N:7]=1, predict the reactants needed to synthesize it. The reactants are: [NH2:1][C:2]1[C:3]2[N:10]=[C:9](Br)[N:8]([C@@H:12]3[O:18][C@H:17]([CH2:19][OH:20])[C@@H:15]([OH:16])[C@H:13]3[OH:14])[C:4]=2[N:5]=[N:6][N:7]=1.[CH:21]1C=CC(P(C2C=CC=CC=2)C2C=CC=CC=2)=CC=1.C[Al](C)C. (4) Given the product [Cl:17][C:10]1[N:11]=[N:12][CH:13]=[C:8]([C:5]2[CH:6]=[CH:7][C:2]([F:1])=[CH:3][CH:4]=2)[CH:9]=1, predict the reactants needed to synthesize it. The reactants are: [F:1][C:2]1[CH:7]=[CH:6][C:5]([C:8]2[CH:13]=[N:12][NH:11][C:10](=O)[CH:9]=2)=[CH:4][CH:3]=1.P(Cl)(Cl)([Cl:17])=O.